From a dataset of Forward reaction prediction with 1.9M reactions from USPTO patents (1976-2016). Predict the product of the given reaction. (1) Given the reactants [C:1]([C:3]1[C:4]([N:18]2[CH2:23][CH2:22][CH:21]([C:24](O)=[O:25])[CH2:20][CH2:19]2)=[N:5][C:6]([C:14]([F:17])([F:16])[F:15])=[C:7]([C:9]([O:11][CH2:12][CH3:13])=[O:10])[CH:8]=1)#[N:2].[Cl:27][C:28]1[CH:29]=[C:30]([CH2:34][S:35]([NH2:38])(=[O:37])=[O:36])[CH:31]=[CH:32][CH:33]=1, predict the reaction product. The product is: [Cl:27][C:28]1[CH:29]=[C:30]([CH:31]=[CH:32][CH:33]=1)[CH2:34][S:35]([NH:38][C:24]([CH:21]1[CH2:22][CH2:23][N:18]([C:4]2[C:3]([C:1]#[N:2])=[CH:8][C:7]([C:9]([O:11][CH2:12][CH3:13])=[O:10])=[C:6]([C:14]([F:16])([F:15])[F:17])[N:5]=2)[CH2:19][CH2:20]1)=[O:25])(=[O:36])=[O:37]. (2) Given the reactants [CH3:1][C:2]1[CH:3]=[C:4]2[C:8](=[CH:9][CH:10]=1)[NH:7][CH:6]=[CH:5]2.Cl[C:12]([O:14][CH2:15][CH3:16])=[O:13], predict the reaction product. The product is: [CH2:15]([O:14][C:12]([N:7]1[C:8]2[C:4](=[CH:3][C:2]([CH3:1])=[CH:10][CH:9]=2)[CH:5]=[CH:6]1)=[O:13])[CH3:16]. (3) Given the reactants [Cl:1][C:2]1[C:6]2[CH:7]=[C:8]([CH:13]=[O:14])[C:9](F)=[C:10]([F:11])[C:5]=2[O:4][N:3]=1.C(N(C(C)C)CC)(C)C.[CH3:24][C@H:25]1[O:30][C@H:29]([CH3:31])[CH2:28][NH:27][CH2:26]1, predict the reaction product. The product is: [Cl:1][C:2]1[C:6]2[CH:7]=[C:8]([CH:13]=[O:14])[C:9]([N:27]3[CH2:26][C@@H:25]([CH3:24])[O:30][C@H:29]([CH3:31])[CH2:28]3)=[C:10]([F:11])[C:5]=2[O:4][N:3]=1. (4) Given the reactants [CH3:1][CH2:2][C@@H:3]([C:5]([O:7][C@@H:8]1[C@@H:13]2[C@@H:14]([CH2:19][CH2:20][C@H:21]3[O:27][C:25](=[O:26])[CH2:24][C@H:23]([OH:28])[CH2:22]3)[C@@H:15]([CH3:18])[CH:16]=[CH:17][C:12]2=[CH:11][C@H:10]([CH3:29])[CH2:9]1)=[O:6])[CH3:4].[O:30]1[CH:35]=[CH:34][CH2:33][CH2:32][CH2:31]1, predict the reaction product. The product is: [CH3:29][CH:10]1[CH:11]=[C:12]2[CH:13]([CH:14]([CH2:19][CH2:20][CH:21]3[CH2:22][CH:23]([O:28][CH:31]4[CH2:32][CH2:33][CH2:34][CH2:35][O:30]4)[CH2:24][C:25](=[O:26])[O:27]3)[CH:15]([CH3:18])[CH:16]=[CH:17]2)[CH:8]([O:7][C:5](=[O:6])[CH:3]([CH3:4])[CH2:2][CH3:1])[CH2:9]1. (5) Given the reactants [CH3:1][C:2]1[NH:3][C:4]2[C:9]([CH:10]=1)=[CH:8][C:7]([NH2:11])=[CH:6][CH:5]=2.C(OC(NCC[C@H](NC(OCC1C2C=CC=CC=2C2C1=CC=CC=2)=O)C(O)=O)=O)(C)(C)C.C(O[C:49]([NH:51][CH2:52][C:53]([OH:55])=O)=[O:50])(C)(C)C.C1C2C(COC(=O)[NH:72][C@H:73]([C:86](=[O:95])[NH:87][C:88]3C=CC(C)=C[CH:89]=3)CCCCNC(OC(C)(C)C)=O)C3C(=CC=CC=3)C=2C=CC=1.[CH2:97]([O:104][C:105]1[CH:110]=[CH:109][C:108]([N:111]=C=O)=[CH:107][CH:106]=1)[C:98]1[CH:103]=[CH:102][CH:101]=[CH:100][CH:99]=1, predict the reaction product. The product is: [NH2:72][CH2:73][C:86]([NH:87][CH2:88][CH2:89][C@H:52]([NH:51][C:49]([NH:111][C:108]1[CH:107]=[CH:106][C:105]([O:104][CH2:97][C:98]2[CH:99]=[CH:100][CH:101]=[CH:102][CH:103]=2)=[CH:110][CH:109]=1)=[O:50])[C:53]([NH:11][C:7]1[CH:8]=[C:9]2[C:4](=[CH:5][CH:6]=1)[NH:3][C:2]([CH3:1])=[CH:10]2)=[O:55])=[O:95]. (6) Given the reactants [C:1]([N:4]([CH2:8][CH2:9][OH:10])[CH2:5][CH2:6][OH:7])(=[O:3])[CH3:2].C(N(CC)CC)C.Cl[C:19](Cl)([O:21]C(=O)OC(Cl)(Cl)Cl)Cl, predict the reaction product. The product is: [C:1]([N:4]1[CH2:8][CH2:9][O:10][C:19](=[O:21])[O:7][CH2:6][CH2:5]1)(=[O:3])[CH3:2]. (7) Given the reactants [H-].[Al+3].[Li+].[H-].[H-].[H-].[CH:7]([NH:9][C:10]([C:18]1[CH:23]=[CH:22][CH:21]=[CH:20][CH:19]=1)([CH2:16][CH3:17])[C:11](OCC)=[O:12])=O.S([O-])([O-])(=O)=O.[Mg+2].C(OCC)C, predict the reaction product. The product is: [CH3:7][NH:9][C:10]([C:18]1[CH:23]=[CH:22][CH:21]=[CH:20][CH:19]=1)([CH2:16][CH3:17])[CH2:11][OH:12].